Dataset: Forward reaction prediction with 1.9M reactions from USPTO patents (1976-2016). Task: Predict the product of the given reaction. (1) Given the reactants [CH3:1][NH:2][CH2:3][CH2:4][NH:5][C:6](=[O:12])[O:7][C:8]([CH3:11])([CH3:10])[CH3:9].[OH:13][C:14]1[CH:22]=[CH:21][CH:20]=[CH:19][C:15]=1[C:16](Cl)=[O:17].N1C=CN=C1.C1CCC(N=C=NC2CCCCC2)CC1, predict the reaction product. The product is: [OH:13][C:14]1[CH:22]=[CH:21][CH:20]=[CH:19][C:15]=1[C:16]([N:2]([CH2:3][CH2:4][NH:5][C:6](=[O:12])[O:7][C:8]([CH3:10])([CH3:9])[CH3:11])[CH3:1])=[O:17]. (2) Given the reactants [CH2:1]([O:4][C:5]1[CH:10]=[CH:9][C:8]([C:11]2[O:15][N:14]=[C:13]([C:16]3[CH:21]=[CH:20][C:19]([O:22]C(C)C)=[C:18]([I:26])[CH:17]=3)[N:12]=2)=[CH:7][C:6]=1[O:27][CH3:28])[CH2:2][CH3:3].ClC1C=C(C2ON=C(C3C=CC(OC(C)C)=C(I)C=3)N=2)C=CC=1OCCC, predict the reaction product. The product is: [CH2:1]([O:4][C:5]1[CH:10]=[CH:9][C:8]([C:11]2[O:15][N:14]=[C:13]([C:16]3[CH:21]=[CH:20][C:19]([OH:22])=[C:18]([I:26])[CH:17]=3)[N:12]=2)=[CH:7][C:6]=1[O:27][CH3:28])[CH2:2][CH3:3]. (3) Given the reactants [OH:1][C:2]1[CH:9]=[CH:8][C:5]([CH2:6][OH:7])=[CH:4][CH:3]=1.C(=O)([O-])[O-].[K+].[K+].Cl[CH2:17][C:18](=[O:20])[CH3:19], predict the reaction product. The product is: [OH:7][CH2:6][C:5]1[CH:8]=[CH:9][C:2]([O:1][CH2:17][C:18](=[O:20])[CH3:19])=[CH:3][CH:4]=1.